This data is from Reaction yield outcomes from USPTO patents with 853,638 reactions. The task is: Predict the reaction yield, written as a fraction of the theoretical maximum amount of product (1.0 means a 100% yield; for example, 0.34 means a 34% yield). (1) The reactants are [CH:1]([N:5]1[CH:9]=[C:8]([C:10]2[CH:15]=[CH:14][N:13]=[CH:12][CH:11]=2)[C:7]([C:16]2[S:17][C:18]([Cl:21])=[CH:19][CH:20]=2)=[N:6]1)([CH2:3][CH3:4])[CH3:2].ClC1C=CC=C(C(OO)=[O:30])C=1.S([O-])([O-])=O.[Na+].[Na+]. The catalyst is ClCCl. The product is [CH:1]([N:5]1[CH:9]=[C:8]([C:10]2[CH:11]=[CH:12][N+:13]([O-:30])=[CH:14][CH:15]=2)[C:7]([C:16]2[S:17][C:18]([Cl:21])=[CH:19][CH:20]=2)=[N:6]1)([CH2:3][CH3:4])[CH3:2]. The yield is 0.830. (2) The reactants are [Br:1][C:2]1[C:10]2[C:5](=[CH:6][N:7]=[CH:8][CH:9]=2)[NH:4][CH:3]=1.[CH3:11][C:12]1([CH3:21])[O:16][CH:15]([CH2:17][CH2:18]CO)[CH2:14][O:13]1.C1C=CC(P(C2C=CC=CC=2)C2C=CC=CC=2)=CC=1.C1C=CC(COC(/N=N/C(OCC2C=CC=CC=2)=O)=O)=CC=1. The catalyst is C1COCC1. The product is [Br:1][C:2]1[C:10]2[C:5](=[CH:6][N:7]=[CH:8][CH:9]=2)[N:4]([CH2:18][CH2:17][CH:15]2[CH2:14][O:13][C:12]([CH3:21])([CH3:11])[O:16]2)[CH:3]=1. The yield is 0.670. (3) The product is [CH2:10]([C:5]1[CH:6]=[C:7]([O:9][CH2:31][CH2:32][CH2:33][S:34]([CH3:37])(=[O:36])=[O:35])[CH:8]=[C:3]([CH2:1][CH3:2])[C:4]=1[C:12]1[CH:17]=[CH:16][CH:15]=[C:14]([CH:18]=[O:19])[CH:13]=1)[CH3:11]. The catalyst is CN(C)C=O. The reactants are [CH2:1]([C:3]1[CH:8]=[C:7]([OH:9])[CH:6]=[C:5]([CH2:10][CH3:11])[C:4]=1[C:12]1[CH:17]=[CH:16][CH:15]=[C:14]([CH:18]=[O:19])[CH:13]=1)[CH3:2].CC1C=CC(S(O[CH2:31][CH2:32][CH2:33][S:34]([CH3:37])(=[O:36])=[O:35])(=O)=O)=CC=1.C(=O)([O-])[O-].[K+].[K+].O. The yield is 0.800. (4) The reactants are C([O-])([O-])=O.[Na+].[Na+].[CH2:7]([O:9][C:10]([C:12]1[NH:13][C:14](Br)=[CH:15][CH:16]=1)=[O:11])[CH3:8].[C:18]1(B(O)O)[CH:23]=[CH:22][CH:21]=[CH:20][CH:19]=1. The yield is 0.679. The product is [CH2:7]([O:9][C:10]([C:12]1[NH:13][C:14]([C:18]2[CH:23]=[CH:22][CH:21]=[CH:20][CH:19]=2)=[CH:15][CH:16]=1)=[O:11])[CH3:8]. The catalyst is C1(C)C=CC=CC=1.O.O.C1C=CC([P]([Pd]([P](C2C=CC=CC=2)(C2C=CC=CC=2)C2C=CC=CC=2)([P](C2C=CC=CC=2)(C2C=CC=CC=2)C2C=CC=CC=2)[P](C2C=CC=CC=2)(C2C=CC=CC=2)C2C=CC=CC=2)(C2C=CC=CC=2)C2C=CC=CC=2)=CC=1. (5) The reactants are [F:1][C:2]([F:17])([F:16])[C:3]1[CH:15]=[CH:14][C:6]2[O:7][C@@H:8]([C:11]([OH:13])=O)[CH2:9][O:10][C:5]=2[CH:4]=1.[N:18]1[CH:23]=[C:22]([NH2:24])[CH:21]=[C:20]2[CH2:25][O:26][CH2:27][CH2:28][C:19]=12. No catalyst specified. The product is [N:18]1[CH:23]=[C:22]([NH:24][C:11]([C@@H:8]2[O:7][C:6]3[CH:14]=[CH:15][C:3]([C:2]([F:1])([F:17])[F:16])=[CH:4][C:5]=3[O:10][CH2:9]2)=[O:13])[CH:21]=[C:20]2[CH2:25][O:26][CH2:27][CH2:28][C:19]=12. The yield is 0.890. (6) The reactants are [OH:1][C:2]1[CH:11]=[CH:10][C:5]([C:6]([O:8][CH3:9])=[O:7])=[CH:4][C:3]=1[C:12]1[NH:13][CH:14]=[CH:15][N:16]=1.Br[CH2:18][CH2:19]Br. No catalyst specified. The product is [N:16]1[CH:15]=[CH:14][N:13]2[C:12]=1[C:3]1[CH:4]=[C:5]([C:6]([O:8][CH3:9])=[O:7])[CH:10]=[CH:11][C:2]=1[O:1][CH2:19][CH2:18]2. The yield is 0.760. (7) The reactants are [CH:1]1([CH2:7][CH:8]([NH:12][C:13]([C:15]2[CH:45]=[CH:44][C:18]3[N:19]([CH:38]4[CH2:43][CH2:42][CH2:41][CH2:40][CH2:39]4)[C:20]([C:22]4[CH:23]=[C:24]5[C:29](=[CH:30][CH:31]=4)[N:28]=[C:27]([C:32]4[CH:37]=[CH:36][CH:35]=[CH:34][CH:33]=4)[CH:26]=[N:25]5)=[N:21][C:17]=3[CH:16]=2)=[O:14])[C:9]([OH:11])=[O:10])CCCC[CH2:2]1.N1(C(OCC2C3C(=CC=CC=3)C3C2=CC=CC=3)=O)C[C@H](O)C[C@H]1C(O)=[O:49]. No catalyst specified. The product is [CH:38]1([N:19]2[C:18]3[CH:44]=[CH:45][C:15]([C:13]([N:12]4[CH2:2][CH:1]([OH:49])[CH2:7][CH:8]4[C:9]([OH:11])=[O:10])=[O:14])=[CH:16][C:17]=3[N:21]=[C:20]2[C:22]2[CH:31]=[C:30]3[C:29](=[CH:24][CH:23]=2)[N:28]=[C:27]([C:32]2[CH:37]=[CH:36][CH:35]=[CH:34][CH:33]=2)[CH:26]=[N:25]3)[CH2:43][CH2:42][CH2:41][CH2:40][CH2:39]1. The yield is 0.500. (8) The reactants are [C:1]12([CH:11]([OH:24])[CH2:12][NH:13][C:14]3[C:15]4[CH2:23][CH2:22][NH:21][CH2:20][C:16]=4[N:17]=[CH:18][N:19]=3)[CH2:10][CH:5]3[CH2:6][CH:7]([CH2:9][CH:3]([CH2:4]3)[CH2:2]1)[CH2:8]2.[C:25]([O:29][C:30]([NH:32][C@H:33]([C:35](O)=[O:36])[CH3:34])=[O:31])([CH3:28])([CH3:27])[CH3:26].O.ON1C2C=CC=CC=2N=N1.Cl.CN(C)CCCN=C=NCC.C(N(CC)C(C)C)(C)C. The catalyst is C(Cl)Cl. The product is [C:25]([O:29][C:30](=[O:31])[NH:32][C@@H:33]([CH3:34])[C:35]([N:21]1[CH2:22][CH2:23][C:15]2[C:14]([NH:13][CH2:12][CH:11]([C:1]34[CH2:2][CH:3]5[CH2:4][CH:5]([CH2:6][CH:7]([CH2:9]5)[CH2:8]3)[CH2:10]4)[OH:24])=[N:19][CH:18]=[N:17][C:16]=2[CH2:20]1)=[O:36])([CH3:28])([CH3:26])[CH3:27]. The yield is 0.830. (9) The reactants are [Na].[C:2]([O:9][CH2:10][CH3:11])(=[O:8])[C:3]([O:5]CC)=O.[C:12]([C:15]1[CH:22]=[CH:21][C:18]([C:19]#[N:20])=[CH:17][CH:16]=1)(=[O:14])[CH3:13].CCOCC. The catalyst is C(O)C. The product is [C:19]([C:18]1[CH:21]=[CH:22][C:15]([C:12](=[O:14])/[CH:13]=[C:3](\[OH:5])/[C:2]([O:9][CH2:10][CH3:11])=[O:8])=[CH:16][CH:17]=1)#[N:20]. The yield is 0.616. (10) The yield is 0.710. The product is [CH2:1]([N:8]1[CH2:13][CH2:12][CH2:11][CH:10]([C:14]([N:19]([O:20][CH3:21])[CH3:18])=[O:16])[CH2:9]1)[C:2]1[CH:7]=[CH:6][CH:5]=[CH:4][CH:3]=1. The catalyst is O1CCCC1.O. The reactants are [CH2:1]([N:8]1[CH2:13][CH2:12][CH2:11][CH:10]([C:14]([OH:16])=O)[CH2:9]1)[C:2]1[CH:7]=[CH:6][CH:5]=[CH:4][CH:3]=1.Cl.[CH3:18][NH:19][O:20][CH3:21].C(N(CC)CC)C.ON1C2C=CC=CC=2N=N1.Cl.CN(C)CCCN=C=NCC.